From a dataset of Full USPTO retrosynthesis dataset with 1.9M reactions from patents (1976-2016). Predict the reactants needed to synthesize the given product. (1) Given the product [N:52]([CH2:23][C:20]1[CH:21]=[CH:22][C:17]([C:15]2[O:14][N:13]=[C:12]([C:4]3[CH:5]=[CH:6][C:7]([O:8][CH:9]([CH3:11])[CH3:10])=[C:2]([Cl:1])[CH:3]=3)[N:16]=2)=[CH:18][CH:19]=1)=[N+:53]=[N-:54], predict the reactants needed to synthesize it. The reactants are: [Cl:1][C:2]1[CH:3]=[C:4]([C:12]2[N:16]=[C:15]([C:17]3[CH:22]=[CH:21][C:20]([CH2:23]O)=[CH:19][CH:18]=3)[O:14][N:13]=2)[CH:5]=[CH:6][C:7]=1[O:8][CH:9]([CH3:11])[CH3:10].C1CCN2C(=NCCC2)CC1.P([N:52]=[N+:53]=[N-:54])(=O)(OC1C=CC=CC=1)OC1C=CC=CC=1.C([O-])(O)=O.[Na+]. (2) Given the product [Br:12][C:13]1[CH:14]=[C:15]([CH:19]=[CH:20][CH:21]=1)[C:16]([C:2]1[CH:9]=[C:8]([Cl:10])[CH:7]=[C:6]([F:11])[C:3]=1[C:4]#[N:5])=[O:17], predict the reactants needed to synthesize it. The reactants are: Br[C:2]1[CH:9]=[C:8]([Cl:10])[CH:7]=[C:6]([F:11])[C:3]=1[C:4]#[N:5].[Br:12][C:13]1[CH:14]=[C:15]([CH:19]=[CH:20][CH:21]=1)[C:16](Cl)=[O:17]. (3) Given the product [NH2:9][C:3]1[CH:4]=[CH:5][C:6]([N:11]2[CH:16]=[CH:15][N:14]=[CH:13][C:12]2=[O:17])=[CH:7][C:2]=1[F:1], predict the reactants needed to synthesize it. The reactants are: [F:1][C:2]1[CH:7]=[C:6](I)[CH:5]=[CH:4][C:3]=1[NH2:9].[Na].[NH:11]1[CH:16]=[CH:15][N:14]=[CH:13][C:12]1=[O:17].C(=O)([O-])[O-].[K+].[K+].OC1C=CC=C2C=1N=CC=C2. (4) The reactants are: [Cl:1][C:2]1[CH:23]=[CH:22][CH:21]=[CH:20][C:3]=1[O:4][CH2:5][C:6]1[CH:11]=[CH:10][N:9]=[C:8]([C:12]([NH:14][C:15]2[CH:16]=[N:17][NH:18][CH:19]=2)=[O:13])[CH:7]=1.Br[CH2:25][CH2:26][OH:27].C(=O)([O-])[O-].[Cs+].[Cs+].[Cl-].[NH4+]. Given the product [Cl:1][C:2]1[CH:23]=[CH:22][CH:21]=[CH:20][C:3]=1[O:4][CH2:5][C:6]1[CH:11]=[CH:10][N:9]=[C:8]([C:12]([NH:14][C:15]2[CH:19]=[N:18][N:17]([CH2:25][CH2:26][OH:27])[CH:16]=2)=[O:13])[CH:7]=1, predict the reactants needed to synthesize it.